This data is from Full USPTO retrosynthesis dataset with 1.9M reactions from patents (1976-2016). The task is: Predict the reactants needed to synthesize the given product. (1) Given the product [CH2:22]([O:24][C:25](=[O:40])[C:26]([CH3:39])([CH3:38])/[CH:27]=[CH:28]/[C:2]1[N:7]=[C:6]([NH:8][C:9]2[N:14]=[CH:13][C:12]3[N:15]=[C:16]([CH3:21])[N:17]([CH:18]([CH3:20])[CH3:19])[C:11]=3[CH:10]=2)[CH:5]=[CH:4][N:3]=1)[CH3:23], predict the reactants needed to synthesize it. The reactants are: Cl[C:2]1[N:7]=[C:6]([NH:8][C:9]2[N:14]=[CH:13][C:12]3[N:15]=[C:16]([CH3:21])[N:17]([CH:18]([CH3:20])[CH3:19])[C:11]=3[CH:10]=2)[CH:5]=[CH:4][N:3]=1.[CH2:22]([O:24][C:25](=[O:40])[C:26]([CH3:39])([CH3:38])/[CH:27]=[CH:28]/B1OC(C)(C)C(C)(C)O1)[CH3:23]. (2) Given the product [Cl:1][C:2]1[CH:3]=[C:4]([CH:26]=[CH:27][C:28]=1[Cl:29])[CH2:5][O:6][C:7]1[CH:8]=[C:9]([C@H:13]([OH:25])[CH2:14][O:15][C:16]2[CH:17]=[C:18]([CH:21]=[CH:22][C:23]=2[F:24])[C:19]#[N:20])[CH:10]=[CH:11][CH:12]=1, predict the reactants needed to synthesize it. The reactants are: [Cl:1][C:2]1[CH:3]=[C:4]([CH:26]=[CH:27][C:28]=1[Cl:29])[CH2:5][O:6][C:7]1[CH:8]=[C:9]([C:13](=[O:25])[CH2:14][O:15][C:16]2[CH:17]=[C:18]([CH:21]=[CH:22][C:23]=2[F:24])[C:19]#[N:20])[CH:10]=[CH:11][CH:12]=1. (3) Given the product [CH3:1][O:2][C:3]([NH:4][C@H:5]([C:6]([N:8]1[CH2:12][C@@H:11]([CH3:13])[CH2:10][C@H:9]1[C:14]1[NH:18][C:17]2[C:19]3[C:24]([CH:25]=[CH:26][C:16]=2[N:15]=1)=[CH:23][C:22]1[C:27]2[C:32]([CH2:33][O:34][C:21]=1[CH:20]=3)=[CH:31][C:30]([C:50]1[NH:51][C:52]([C@@H:54]3[CH2:58][C@H:57]([CH2:59][O:60][CH3:61])[CH2:56][N:55]3[C:73]([O:76][C:11]([CH3:13])([CH3:12])[CH3:10])=[O:74])=[N:53][CH:49]=1)=[CH:29][CH:28]=2)=[O:7])[CH:44]([CH3:45])[CH3:46])=[O:47], predict the reactants needed to synthesize it. The reactants are: [CH3:1][O:2][C:3](=[O:47])[NH:4][C@@H:5]([CH:44]([CH3:46])[CH3:45])[C:6]([N:8]1[CH2:12][C@@H:11]([CH3:13])[CH2:10][C@H:9]1[C:14]1[NH:18][C:17]2[C:19]3[C:24]([CH:25]=[CH:26][C:16]=2[N:15]=1)=[CH:23][C:22]1[C:27]2[C:32]([CH2:33][O:34][C:21]=1[CH:20]=3)=[CH:31][C:30](B1OC(C)(C)C(C)(C)O1)=[CH:29][CH:28]=2)=[O:7].I[C:49]1[NH:53][C:52]([C@@H:54]2[CH2:58][C@H:57]([CH2:59][O:60][CH3:61])[CH2:56][N:55]2C(=O)[C@@H](NC(=O)OC)C(C)C)=[N:51][CH:50]=1.[C:73]([O-:76])([O-])=[O:74].[K+].[K+]. (4) Given the product [Cl:1][C:2]1[CH:7]=[CH:6][CH:5]=[CH:4][C:3]=1[C:8]1[C:12]([C:13]([N:17]2[CH2:22][CH2:21][CH2:20][C@@H:19]([C:23]([OH:26])([CH3:25])[CH3:24])[CH2:18]2)=[O:15])=[CH:11][O:10][N:9]=1, predict the reactants needed to synthesize it. The reactants are: [Cl:1][C:2]1[CH:7]=[CH:6][CH:5]=[CH:4][C:3]=1[C:8]1[C:12]([C:13]([OH:15])=O)=[CH:11][O:10][N:9]=1.Cl.[NH:17]1[CH2:22][CH2:21][CH2:20][C@@H:19]([C:23]([OH:26])([CH3:25])[CH3:24])[CH2:18]1.CCN(CC)CC. (5) Given the product [CH3:1][O:2][C:3](=[O:4])[NH:5][C@@H:6]([CH:7]([CH3:9])[CH3:8])[C:10]([N:12]1[CH2:16][C@@H:15]([CH3:17])[CH2:14][C@H:13]1[C:18]1[NH:22][C:21]2[C:23]3[C:28]([CH:29]=[CH:30][C:20]=2[N:19]=1)=[CH:27][C:26]1[C:31]2[C:36]([CH2:37][O:38][C:25]=1[CH:24]=3)=[CH:35][C:34]([C:39]1[NH:43][C:42]([C@@H:44]3[CH2:48][C@H:47]([CH3:49])[CH2:46][NH:45]3)=[N:41][CH:40]=1)=[CH:33][CH:32]=2)=[O:11], predict the reactants needed to synthesize it. The reactants are: [CH3:1][O:2][C:3]([NH:5][C@H:6]([C:10]([N:12]1[CH2:16][C@@H:15]([CH3:17])[CH2:14][C@H:13]1[C:18]1[NH:22][C:21]2[C:23]3[C:28]([CH:29]=[CH:30][C:20]=2[N:19]=1)=[CH:27][C:26]1[C:31]2[C:36]([CH2:37][O:38][C:25]=1[CH:24]=3)=[CH:35][C:34]([C:39]1[NH:43][C:42]([C@@H:44]3[CH2:48][C@H:47]([CH3:49])[CH2:46][N:45]3C(OC(C)(C)C)=O)=[N:41][CH:40]=1)=[CH:33][CH:32]=2)=[O:11])[CH:7]([CH3:9])[CH3:8])=[O:4].Cl. (6) Given the product [Si:1]([O:8][C:9]1[CH:10]=[CH:11][C:12]2[CH2:18][C:17]([CH2:33][CH2:34][OH:35])([C:19]3[CH:20]=[CH:21][C:22]([O:25][Si:26]([C:29]([CH3:31])([CH3:30])[CH3:32])([CH3:28])[CH3:27])=[CH:23][CH:24]=3)[CH2:16][CH2:15][CH2:14][C:13]=2[CH:43]=1)([C:4]([CH3:7])([CH3:6])[CH3:5])([CH3:3])[CH3:2], predict the reactants needed to synthesize it. The reactants are: [Si:1]([O:8][C:9]1[CH:10]=[CH:11][C:12]2[CH2:18][C:17]([CH2:33][CH2:34][O:35][Si](C(C)(C)C)(C)C)([C:19]3[CH:24]=[CH:23][C:22]([O:25][Si:26]([C:29]([CH3:32])([CH3:31])[CH3:30])([CH3:28])[CH3:27])=[CH:21][CH:20]=3)[CH2:16][CH2:15][CH2:14][C:13]=2[CH:43]=1)([C:4]([CH3:7])([CH3:6])[CH3:5])([CH3:3])[CH3:2].O.O.O.O.O.O.O.[Cl-].[Cl-].[Cl-].[Ce+3]. (7) Given the product [CH2:24]([C:26]1[N:27]=[CH:28][N:29]([C:13]2[CH:12]=[C:7]3[C:8]4[C:3]([CH2:4][CH2:5][N:6]3[C:16](=[O:17])[CH2:15][N:14]=2)=[C:2]([I:1])[CH:11]=[CH:10][CH:9]=4)[CH:30]=1)[CH3:25], predict the reactants needed to synthesize it. The reactants are: [I:1][C:2]1[CH:11]=[CH:10][CH:9]=[C:8]2[C:3]=1[CH2:4][CH2:5][N:6]1[C:16](=[O:17])[CH2:15][NH:14][C:13](=O)[CH:12]=[C:7]12.O=P(Cl)(Cl)Cl.[CH2:24]([C:26]1[N:27]=[CH:28][NH:29][CH:30]=1)[CH3:25].